Predict which catalyst facilitates the given reaction. From a dataset of Catalyst prediction with 721,799 reactions and 888 catalyst types from USPTO. (1) Reactant: [CH2:1]([O:3][CH:4]([O:7][CH2:8][CH3:9])[C:5]#[CH:6])[CH3:2].C([Li])CCC.CCCCCC.CON(C)[C:24](=[O:26])[CH3:25]. Product: [CH2:1]([O:3][CH:4]([O:7][CH2:8][CH3:9])[C:5]#[C:6][C:24](=[O:26])[CH3:25])[CH3:2]. The catalyst class is: 1. (2) Reactant: C([O:4][C@H:5]([CH3:26])[CH2:6][CH2:7][CH2:8][CH2:9][N:10]1[C:18](=[O:19])[C:17]2[N:16]3[CH2:20][CH2:21][CH2:22][NH:23][C:15]3=[N:14][C:13]=2[N:12]([CH3:24])[C:11]1=[O:25])(=O)C.Cl.C(OCC)C. Product: [OH:4][C@H:5]([CH3:26])[CH2:6][CH2:7][CH2:8][CH2:9][N:10]1[C:18](=[O:19])[C:17]2[N:16]3[CH2:20][CH2:21][CH2:22][NH:23][C:15]3=[N:14][C:13]=2[N:12]([CH3:24])[C:11]1=[O:25]. The catalyst class is: 5. (3) Reactant: [CH:1]1([CH2:4][OH:5])[CH2:3][CH2:2]1.[Li]CCCC.[Si:11](Cl)([CH3:14])([CH3:13])[CH3:12]. Product: [CH:1]1([CH2:4][O:5][Si:11]([CH3:14])([CH3:13])[CH3:12])[CH2:3][CH2:2]1. The catalyst class is: 28. (4) Reactant: [Cl:1][C:2]1[N:3]=[CH:4][C:5]2=[C:6]([NH:8][C:9](=[O:20])/[C:10]/2=[CH:11]\[C:12]2[CH:17]=[CH:16][CH:15]=[C:14]([Cl:18])[C:13]=2[F:19])[N:7]=1.[Li+].[OH-].[CH3:23][C:24]([CH3:48])([CH3:47])[CH2:25]/[CH:26]=[N:27]/[CH2:28][C:29]([NH:31][C:32]1[CH:44]=[CH:43][C:35]([O:36][CH2:37][CH2:38][O:39]C(=O)C)=[CH:34][C:33]=1[O:45][CH3:46])=[O:30].[OH-].[Na+]. Product: [Cl:1][C:2]1[N:3]=[CH:4][C:5]2[C:10]3([CH:11]([C:12]4[CH:17]=[CH:16][CH:15]=[C:14]([Cl:18])[C:13]=4[F:19])[CH:28]([C:29]([NH:31][C:32]4[CH:44]=[CH:43][C:35]([O:36][CH2:37][CH2:38][OH:39])=[CH:34][C:33]=4[O:45][CH3:46])=[O:30])[NH:27][CH:26]3[CH2:25][C:24]([CH3:48])([CH3:47])[CH3:23])[C:9](=[O:20])[NH:8][C:6]=2[N:7]=1. The catalyst class is: 30.